From a dataset of Human liver microsome stability data. Regression/Classification. Given a drug SMILES string, predict its absorption, distribution, metabolism, or excretion properties. Task type varies by dataset: regression for continuous measurements (e.g., permeability, clearance, half-life) or binary classification for categorical outcomes (e.g., BBB penetration, CYP inhibition). Dataset: hlm. (1) The compound is CNC(=O)[C@@H](NC(=O)c1ccc(-c2ccc(CSc3nc(O)c4c(n3)CCC4)nc2)o1)C(C)C. The result is 0 (unstable in human liver microsomes). (2) The drug is Cc1ccc(NC(=O)c2nn(C)c(-c3ccc(F)cc3)c2C)nc1. The result is 1 (stable in human liver microsomes). (3) The drug is O=C(C=Cc1cc(Cl)ccc1-n1cnnn1)N[C@H]1CC=CCCC(=O)Nc2ccc(F)cc2-c2c[nH]c1n2. The result is 1 (stable in human liver microsomes). (4) The drug is COc1cc2c(N3CCN(C(=O)Nc4ccc(OC(C)C)cc4)CC3)ncnc2cc1OCCCC1CCCCC1. The result is 0 (unstable in human liver microsomes). (5) The compound is COCCOc1cc2ncnc(N3CCN(C(=O)Nc4ccc(Oc5cccc6cnccc56)cc4)CC3)c2cc1OCCOC. The result is 1 (stable in human liver microsomes).